Dataset: Full USPTO retrosynthesis dataset with 1.9M reactions from patents (1976-2016). Task: Predict the reactants needed to synthesize the given product. Given the product [F:9][C:10]1[CH:11]=[CH:12][C:13]([C@@H:16]2[CH2:4][C@H:17]2[C:18]([N:20]([O:22][CH3:23])[CH3:21])=[O:19])=[CH:14][CH:15]=1, predict the reactants needed to synthesize it. The reactants are: [H-].[Na+].[I-].[CH3:4][S+](C)(C)=O.[F:9][C:10]1[CH:15]=[CH:14][C:13](/[CH:16]=[CH:17]/[C:18]([N:20]([O:22][CH3:23])[CH3:21])=[O:19])=[CH:12][CH:11]=1.